The task is: Regression. Given two drug SMILES strings and cell line genomic features, predict the synergy score measuring deviation from expected non-interaction effect.. This data is from NCI-60 drug combinations with 297,098 pairs across 59 cell lines. Drug 1: CC1C(C(CC(O1)OC2CC(CC3=C2C(=C4C(=C3O)C(=O)C5=C(C4=O)C(=CC=C5)OC)O)(C(=O)CO)O)N)O.Cl. Synergy scores: CSS=-2.17, Synergy_ZIP=0.769, Synergy_Bliss=-9.81, Synergy_Loewe=-5.33, Synergy_HSA=-6.85. Cell line: NCI/ADR-RES. Drug 2: CN(C)C1=NC(=NC(=N1)N(C)C)N(C)C.